Dataset: Forward reaction prediction with 1.9M reactions from USPTO patents (1976-2016). Task: Predict the product of the given reaction. (1) Given the reactants [CH:1]1[C:6](/[CH:7]=[CH:8]/[C:9]([OH:11])=O)=[CH:5][CH:4]=[C:3]([Cl:12])[CH:2]=1.[NH2:13][C:14]1[CH:19]=[CH:18][N:17]([CH2:20][CH:21]([O:25][CH2:26][CH3:27])[O:22][CH2:23][CH3:24])[C:16](=[O:28])[N:15]=1.Cl.C(N=C=NCCCN(C)C)C.O, predict the reaction product. The product is: [Cl:12][C:3]1[CH:2]=[CH:1][C:6](/[CH:7]=[CH:8]/[C:9]([NH:13][C:14]2[CH:19]=[CH:18][N:17]([CH2:20][CH:21]([O:22][CH2:23][CH3:24])[O:25][CH2:26][CH3:27])[C:16](=[O:28])[N:15]=2)=[O:11])=[CH:5][CH:4]=1. (2) Given the reactants C(NC[C@@H]1C[C@H](O)C1)C1C=CC=CC=1.[OH:15][C@@H:16]1[CH2:19][C@H:18]([CH2:20][N:21]([CH3:29])[C:22](=[O:28])[O:23][C:24]([CH3:27])([CH3:26])[CH3:25])[CH2:17]1.C(N(CC)CC)C.[CH3:37][S:38](Cl)(=[O:40])=[O:39], predict the reaction product. The product is: [CH3:37][S:38]([O:15][C@H:16]1[CH2:19][C@@H:18]([CH2:20][N:21]([C:22]([O:23][C:24]([CH3:25])([CH3:26])[CH3:27])=[O:28])[CH3:29])[CH2:17]1)(=[O:40])=[O:39]. (3) Given the reactants [CH3:1][O:2][C:3](=[O:18])[CH2:4][CH:5]([NH:9][C:10]([C:12]1[S:13][C:14]([CH3:17])=[CH:15][CH:16]=1)=[O:11])[C:6](=O)[CH3:7].C(OC(=O)C)(=O)C.OS(O)(=O)=O, predict the reaction product. The product is: [CH3:1][O:2][C:3](=[O:18])[CH2:4][C:5]1[N:9]=[C:10]([C:12]2[S:13][C:14]([CH3:17])=[CH:15][CH:16]=2)[O:11][C:6]=1[CH3:7].